Predict the reactants needed to synthesize the given product. From a dataset of Full USPTO retrosynthesis dataset with 1.9M reactions from patents (1976-2016). (1) The reactants are: Br[C:2]1[CH:3]=[C:4]([CH:8]2[NH:13][C:12](=[O:14])[NH:11][C:10]([CH3:15])=[C:9]2[C:16]#[N:17])[CH:5]=[CH:6][CH:7]=1.[N:18]1[CH:23]=[CH:22][C:21](B(O)O)=[CH:20][CH:19]=1.C(=O)([O-])[O-].[K+].[K+]. Given the product [C:16]([C:9]1[CH:8]([C:4]2[CH:5]=[CH:6][CH:7]=[C:2]([C:21]3[CH:22]=[CH:23][N:18]=[CH:19][CH:20]=3)[CH:3]=2)[NH:13][C:12](=[O:14])[NH:11][C:10]=1[CH3:15])#[N:17], predict the reactants needed to synthesize it. (2) Given the product [NH:1]1[C:2]2[C:11](=[CH:10][CH:9]=[CH:8][C:3]=2[C:4]([O:6][CH3:7])=[O:5])[CH:12]=[N:25]1, predict the reactants needed to synthesize it. The reactants are: [NH2:1][C:2]1[C:11]([CH3:12])=[CH:10][CH:9]=[CH:8][C:3]=1[C:4]([O:6][CH3:7])=[O:5].C(OC(=O)C)(=O)C.C([O-])(=O)C.[K+].[N:25](OCCC(C)C)=O.Cl. (3) Given the product [Cl:64][C:58]1[CH:59]=[CH:60][C:61]([F:63])=[CH:62][C:57]=1[O:56][CH:53]1[CH2:54][CH2:55][N:50]([C:48](=[O:49])[CH2:47][NH:46][C:21]([C:19]2[N:18]=[CH:17][N:16]([C:10]3[CH:11]=[CH:12][CH:13]=[CH:14][CH:15]=3)[CH:20]=2)=[O:23])[CH2:51][CH2:52]1, predict the reactants needed to synthesize it. The reactants are: CCN(C(C)C)C(C)C.[C:10]1([N:16]2[CH:20]=[C:19]([C:21]([OH:23])=O)[N:18]=[CH:17]2)[CH:15]=[CH:14][CH:13]=[CH:12][CH:11]=1.C1C=CC2N(O)N=NC=2C=1.CCN=C=NCCCN(C)C.Cl.[NH2:46][CH2:47][C:48]([N:50]1[CH2:55][CH2:54][CH:53]([O:56][C:57]2[CH:62]=[C:61]([F:63])[CH:60]=[CH:59][C:58]=2[Cl:64])[CH2:52][CH2:51]1)=[O:49]. (4) Given the product [C:1]([O:5][C:6]([N:8]1[CH2:13][C@@H:12]2[CH2:14][C@H:9]1[CH2:10][N:11]2[C:15]([C@@:17]1([C:37]2([OH:41])[CH2:40][CH2:39][CH2:38]2)[CH2:21][CH2:20][C@@H:19]([NH:22][C@@H:23]2[C@H:28]([O:29][CH3:30])[CH2:27][O:26][CH2:25][CH2:24]2)[CH2:18]1)=[O:16])=[O:7])([CH3:4])([CH3:2])[CH3:3], predict the reactants needed to synthesize it. The reactants are: [C:1]([O:5][C:6]([N:8]1[CH2:13][C@@H:12]2[CH2:14][C@H:9]1[CH2:10][N:11]2[C:15]([C@@:17]1([C:37]2([OH:41])[CH2:40][CH2:39][CH2:38]2)[CH2:21][CH2:20][C@@H:19]([N:22](C(=O)C(F)(F)F)[C@@H:23]2[C@H:28]([O:29][CH3:30])[CH2:27][O:26][CH2:25][CH2:24]2)[CH2:18]1)=[O:16])=[O:7])([CH3:4])([CH3:3])[CH3:2].[BH4-].[Na+]. (5) Given the product [C:1]([O:5][C:6](=[O:20])[C:7]([CH3:8])([O:9][C:10]1[CH:11]=[CH:12][C:13]([C:14]([O:16][CH2:33][C:31]2[N:30]=[N:29][N:28]([CH2:27][C:26]3[CH:35]=[CH:36][C:23]([O:22][CH3:21])=[CH:24][CH:25]=3)[CH:32]=2)=[O:15])=[CH:17][CH:18]=1)[CH3:19])([CH3:2])([CH3:3])[CH3:4], predict the reactants needed to synthesize it. The reactants are: [C:1]([O:5][C:6](=[O:20])[C:7]([CH3:19])([O:9][C:10]1[CH:18]=[CH:17][C:13]([C:14]([OH:16])=[O:15])=[CH:12][CH:11]=1)[CH3:8])([CH3:4])([CH3:3])[CH3:2].[CH3:21][O:22][C:23]1[CH:36]=[CH:35][C:26]([CH2:27][N:28]2[CH:32]=[C:31]([CH2:33]O)[N:30]=[N:29]2)=[CH:25][CH:24]=1.C1(N=C=NC2CCCCC2)CCCCC1. (6) The reactants are: [NH2:1][C:2]1[N:7]=[C:6](Cl)[CH:5]=[C:4]([Cl:9])[N:3]=1.[SH:10][CH2:11][CH2:12][C:13]([OH:15])=[O:14].C(=O)([O-])[O-].[Cs+].[Cs+].C(=O)(O)[O-].[Na+]. Given the product [NH2:1][C:2]1[N:7]=[C:6]([S:10][CH2:11][CH2:12][C:13]([OH:15])=[O:14])[CH:5]=[C:4]([Cl:9])[N:3]=1, predict the reactants needed to synthesize it. (7) Given the product [F:1][C:2]1[CH:3]=[C:4]([N:14]2[CH2:18][C@H:17]([CH2:19][NH:20][C:21](=[O:24])[CH2:22][F:23])[O:16][C:15]2=[O:25])[CH:5]=[CH:6][C:7]=1[N:8]1[CH2:13][CH2:12][N:11]([C:36]2[S:40][C:39]([N+:41]([O-:43])=[O:42])=[CH:38][CH:37]=2)[CH2:10][CH2:9]1, predict the reactants needed to synthesize it. The reactants are: [F:1][C:2]1[CH:3]=[C:4]([N:14]2[CH2:18][C@H:17]([CH2:19][NH:20][C:21](=[O:24])[CH2:22][F:23])[O:16][C:15]2=[O:25])[CH:5]=[CH:6][C:7]=1[N:8]1[CH2:13][CH2:12][NH:11][CH2:10][CH2:9]1.C(N(C(C)C)C(C)C)C.Br[C:36]1[S:40][C:39]([N+:41]([O-:43])=[O:42])=[CH:38][CH:37]=1.